From a dataset of Full USPTO retrosynthesis dataset with 1.9M reactions from patents (1976-2016). Predict the reactants needed to synthesize the given product. (1) Given the product [F:23][C:22]([F:24])([F:25])[C@H:21]([CH3:26])[CH:15]([C:12]1[CH:11]=[CH:10][C:9]([CH:5]2[CH2:6][C:7](=[O:8])[CH2:4]2)=[CH:14][CH:13]=1)[C:16]([O:18][CH2:19][CH3:20])=[O:17], predict the reactants needed to synthesize it. The reactants are: [Cl-].[NH4+].Cl[C:4]1(Cl)[C:7](=[O:8])[CH2:6][CH:5]1[C:9]1[CH:14]=[CH:13][C:12]([CH:15]([C@@H:21]([CH3:26])[C:22]([F:25])([F:24])[F:23])[C:16]([O:18][CH2:19][CH3:20])=[O:17])=[CH:11][CH:10]=1.ClCCl. (2) Given the product [CH3:1][O:2][C:3](=[O:13])[C:4]1[CH:9]=[CH:8][C:7]([CH2:10][NH:11][C:14]([O:16][C:17]([CH3:20])([CH3:19])[CH3:18])=[O:15])=[C:6]([F:12])[CH:5]=1, predict the reactants needed to synthesize it. The reactants are: [CH3:1][O:2][C:3](=[O:13])[C:4]1[CH:9]=[CH:8][C:7]([CH2:10][NH2:11])=[C:6]([F:12])[CH:5]=1.[C:14](O[C:14]([O:16][C:17]([CH3:20])([CH3:19])[CH3:18])=[O:15])([O:16][C:17]([CH3:20])([CH3:19])[CH3:18])=[O:15].C(N(CC)CC)C.